From a dataset of Reaction yield outcomes from USPTO patents with 853,638 reactions. Predict the reaction yield, written as a fraction of the theoretical maximum amount of product (1.0 means a 100% yield; for example, 0.34 means a 34% yield). (1) The reactants are Cl[C:2]1[NH:10][C:9]2[C:4](=[N:5][CH:6]=[CH:7][CH:8]=2)[C:3]=1[C:11]#[N:12].[OH:13][C@@H:14]1[CH2:18][CH2:17][NH:16][CH2:15]1. No catalyst specified. The product is [OH:13][C@@H:14]1[CH2:18][CH2:17][N:16]([C:2]2[NH:10][C:9]3[C:4](=[N:5][CH:6]=[CH:7][CH:8]=3)[C:3]=2[C:11]#[N:12])[CH2:15]1. The yield is 0.440. (2) The reactants are [CH:1]([C:3]1[CH:26]=[C:25]([O:27][CH3:28])[CH:24]=[CH:23][C:4]=1[O:5][CH2:6][C:7]1[CH:15]=[CH:14][CH:13]=[C:12]2[C:8]=1[CH:9]=[N:10][N:11]2C(OC(C)(C)C)=O)=[O:2].C(O)(C(F)(F)F)=O. The catalyst is C(Cl)Cl. The product is [NH:11]1[C:12]2[C:8](=[C:7]([CH2:6][O:5][C:4]3[CH:23]=[CH:24][C:25]([O:27][CH3:28])=[CH:26][C:3]=3[CH:1]=[O:2])[CH:15]=[CH:14][CH:13]=2)[CH:9]=[N:10]1. The yield is 0.770. (3) The reactants are [Cl:1][C:2]1[CH:10]=[C:9]([Cl:11])[CH:8]=[C:7]([Cl:12])[C:3]=1[C:4](O)=[O:5].O=S(Cl)[Cl:15]. No catalyst specified. The product is [Cl:1][C:2]1[CH:10]=[C:9]([Cl:11])[CH:8]=[C:7]([Cl:12])[C:3]=1[C:4]([Cl:15])=[O:5]. The yield is 0.930. (4) The product is [CH2:1]([O:4]/[N:5]=[C:6](/[C:8]1[CH:13]=[C:12]([CH3:14])[C:11]([OH:15])=[CH:10][C:9]=1[CH3:17])\[CH3:7])[CH2:2][CH3:3]. The catalyst is ClCCl.O. The yield is 0.490. The reactants are [CH2:1]([O:4]/[N:5]=[C:6](/[C:8]1[CH:13]=[C:12]([CH3:14])[C:11]([O:15]C)=[CH:10][C:9]=1[CH3:17])\[CH3:7])[CH2:2][CH3:3].B(Br)(Br)Br. (5) The reactants are Br[C:2]1[CH:3]=[C:4]([N:13]([C@H:16]2[CH2:21][CH2:20][C@H:19]([N:22]([CH3:24])[CH3:23])[CH2:18][CH2:17]2)[CH2:14][CH3:15])[C:5]([CH3:12])=[C:6]([CH:11]=1)[C:7]([O:9][CH3:10])=[O:8].[CH3:25][C:26]1[CH:31]=[CH:30][C:29](B2OC(C)(C)C(C)(C)O2)=[CH:28][N:27]=1.C([O-])([O-])=O.[Na+].[Na+]. The catalyst is O1CCOCC1.O.O.C1C=CC([P]([Pd]([P](C2C=CC=CC=2)(C2C=CC=CC=2)C2C=CC=CC=2)([P](C2C=CC=CC=2)(C2C=CC=CC=2)C2C=CC=CC=2)[P](C2C=CC=CC=2)(C2C=CC=CC=2)C2C=CC=CC=2)(C2C=CC=CC=2)C2C=CC=CC=2)=CC=1. The product is [CH3:23][N:22]([CH3:24])[C@H:19]1[CH2:20][CH2:21][C@H:16]([N:13]([CH2:14][CH3:15])[C:4]2[C:5]([CH3:12])=[C:6]([CH:11]=[C:2]([C:29]3[CH:28]=[N:27][C:26]([CH3:25])=[CH:31][CH:30]=3)[CH:3]=2)[C:7]([O:9][CH3:10])=[O:8])[CH2:17][CH2:18]1. The yield is 0.660. (6) The reactants are [OH:1][C:2]1[CH:3]=[C:4]2[C:8](=[CH:9][C:10]=1[C:11]([O:13][CH2:14][CH3:15])=[O:12])[N:7]([CH:16]1[CH2:21][CH2:20][CH2:19][CH2:18][O:17]1)[N:6]=[CH:5]2.F[C:23]1[CH:28]=[CH:27][C:26]([N+:29]([O-:31])=[O:30])=[CH:25][C:24]=1[F:32].C([O-])(O)=O.[Na+].CN(C=O)C. The catalyst is O. The product is [CH2:14]([O:13][C:11]([C:10]1[CH:9]=[C:8]2[C:4]([CH:5]=[N:6][N:7]2[CH:16]2[CH2:21][CH2:20][CH2:19][CH2:18][O:17]2)=[CH:3][C:2]=1[O:1][C:23]1[CH:28]=[CH:27][C:26]([N+:29]([O-:31])=[O:30])=[CH:25][C:24]=1[F:32])=[O:12])[CH3:15]. The yield is 0.950. (7) The reactants are [CH3:1][C:2]1([CH3:26])[CH2:11][CH2:10][C:9]([CH3:13])([CH3:12])[C:8]2[CH:7]=[C:6]([O:14][CH2:15][CH2:16][O:17][C:18]3[CH:25]=[CH:24][C:21]([CH:22]=O)=[CH:20][CH:19]=3)[CH:5]=[CH:4][C:3]1=2.[C:27]([O:34][CH3:35])(=[O:33])[CH2:28][C:29]([O:31][CH3:32])=[O:30].C([O-])(=O)C.[NH2+]1CCCCC1. The catalyst is C1(C)C=CC=CC=1. The product is [CH3:1][C:2]1([CH3:26])[CH2:11][CH2:10][C:9]([CH3:12])([CH3:13])[C:8]2[CH:7]=[C:6]([O:14][CH2:15][CH2:16][O:17][C:18]3[CH:19]=[CH:20][C:21]([CH:22]=[C:28]([C:27]([O:34][CH3:35])=[O:33])[C:29]([O:31][CH3:32])=[O:30])=[CH:24][CH:25]=3)[CH:5]=[CH:4][C:3]1=2. The yield is 0.980. (8) The product is [N:12]1([C:19]([C:21]2[CH:38]=[CH:37][C:24]([NH:25][C:26]3[C:35]4[C:30](=[CH:31][CH:32]=[CH:33][C:34]=4[O:3][CH:4]4[CH2:9][CH2:8][N:7]([CH3:10])[CH2:6][CH2:5]4)[N:29]=[CH:28][N:27]=3)=[CH:23][C:22]=2[Cl:39])=[O:20])[CH2:18][CH2:17][CH2:16][CH2:15][CH2:14][CH2:13]1. The catalyst is CC(N(C)C)=O. The reactants are [H-].[Na+].[OH:3][CH:4]1[CH2:9][CH2:8][N:7]([CH3:10])[CH2:6][CH2:5]1.Cl.[N:12]1([C:19]([C:21]2[CH:38]=[CH:37][C:24]([NH:25][C:26]3[C:35]4[C:30](=[CH:31][CH:32]=[CH:33][C:34]=4F)[N:29]=[CH:28][N:27]=3)=[CH:23][C:22]=2[Cl:39])=[O:20])[CH2:18][CH2:17][CH2:16][CH2:15][CH2:14][CH2:13]1. The yield is 0.670. (9) The reactants are C(OC([N:8]1[CH2:18][CH:17]2[O:19][CH:10]([C:11]3[C:16]2=[CH:15][C:14]([NH2:20])=[CH:13][CH:12]=3)[CH2:9]1)=O)(C)(C)C.Cl[C:22]1[N:27]=[C:26]([NH:28][C:29]2[CH:38]=[CH:37][CH:36]=[CH:35][C:30]=2[C:31]([NH:33][CH3:34])=[O:32])[C:25]([Cl:39])=[CH:24][N:23]=1. The catalyst is COCCO.C([O-])(O)=O.[Na+]. The product is [Cl:39][C:25]1[C:26]([NH:28][C:29]2[CH:38]=[CH:37][CH:36]=[CH:35][C:30]=2[C:31]([NH:33][CH3:34])=[O:32])=[N:27][C:22]([NH:20][C:14]2[CH:13]=[CH:12][C:11]3[CH:10]4[O:19][CH:17]([CH2:18][NH:8][CH2:9]4)[C:16]=3[CH:15]=2)=[N:23][CH:24]=1. The yield is 0.100. (10) The reactants are [Cl:1][C:2]1[C:7]([NH:8][S:9]([CH2:12][CH2:13][CH3:14])(=[O:11])=[O:10])=[CH:6][CH:5]=[CH:4][C:3]=1[NH:15][C:16]([C:18]1[C:22]2[N:23]=[CH:24][N:25]=[C:26]([NH:27]CC3C=CC(OC)=CC=3OC)[C:21]=2[S:20][CH:19]=1)=[O:17]. The catalyst is FC(F)(F)C(O)=O. The product is [Cl:1][C:2]1[C:7]([NH:8][S:9]([CH2:12][CH2:13][CH3:14])(=[O:10])=[O:11])=[CH:6][CH:5]=[CH:4][C:3]=1[NH:15][C:16]([C:18]1[C:22]2[N:23]=[CH:24][N:25]=[C:26]([NH2:27])[C:21]=2[S:20][CH:19]=1)=[O:17]. The yield is 0.150.